From a dataset of Reaction yield outcomes from USPTO patents with 853,638 reactions. Predict the reaction yield, written as a fraction of the theoretical maximum amount of product (1.0 means a 100% yield; for example, 0.34 means a 34% yield). The reactants are [H-].[Na+].[C:3]([C:5]1[CH:6]=[C:7]2[C:15](=[CH:16][CH:17]=1)[NH:14][C:13]1[CH2:12][CH2:11][CH:10]([NH:18][C:19](=[O:23])[CH:20]([CH3:22])[CH3:21])[CH2:9][C:8]2=1)#[N:4].Cl[CH2:25][C:26]1[C:31]([F:32])=[CH:30][CH:29]=[CH:28][N:27]=1. The catalyst is CN(C)C=O.C(OCC)(=O)C. The product is [C:3]([C:5]1[CH:6]=[C:7]2[C:15](=[CH:16][CH:17]=1)[N:14]([CH2:25][C:26]1[C:31]([F:32])=[CH:30][CH:29]=[CH:28][N:27]=1)[C:13]1[CH2:12][CH2:11][CH:10]([NH:18][C:19](=[O:23])[CH:20]([CH3:21])[CH3:22])[CH2:9][C:8]2=1)#[N:4]. The yield is 0.380.